From a dataset of Forward reaction prediction with 1.9M reactions from USPTO patents (1976-2016). Predict the product of the given reaction. (1) The product is: [C:1]([CH:5]1[CH2:10][CH2:9][C:8](=[CH:11][C:12]2[CH:13]=[C:14]3[C:19](=[CH:20][CH:21]=2)[CH:18]=[C:17]([CH2:22][N:23]2[CH2:24][CH2:25][CH:26]([C:29]([OH:31])=[O:30])[CH2:27][CH2:28]2)[CH:16]=[CH:15]3)[CH2:7][CH2:6]1)([CH3:4])([CH3:2])[CH3:3]. Given the reactants [C:1]([CH:5]1[CH2:10][CH2:9][C:8](=[CH:11][C:12]2[CH:13]=[C:14]3[C:19](=[CH:20][CH:21]=2)[CH:18]=[C:17]([CH2:22][N:23]2[CH2:28][CH2:27][CH:26]([C:29]([O:31]CC)=[O:30])[CH2:25][CH2:24]2)[CH:16]=[CH:15]3)[CH2:7][CH2:6]1)([CH3:4])([CH3:3])[CH3:2].[OH-].[Na+].O.Cl, predict the reaction product. (2) Given the reactants [C:1]([N:4]1[C:13]2[C:8](=[CH:9][C:10]([C:14](O)=[O:15])=[CH:11][CH:12]=2)[C@H:7]([NH:17][C:18]2[CH:23]=[CH:22][CH:21]=[C:20]([CH3:24])[N:19]=2)[C@@H:6]([CH3:25])[C@@H:5]1[CH:26]1[CH2:28][CH2:27]1)(=[O:3])[CH3:2].CN(C(ON1N=NC2C=CC=NC1=2)=[N+](C)C)C.F[P-](F)(F)(F)(F)F.[CH3:53][O:54][CH2:55][CH2:56][NH2:57].CCN(C(C)C)C(C)C, predict the reaction product. The product is: [C:1]([N:4]1[C:13]2[C:8](=[CH:9][C:10]([C:14]([NH:57][CH2:56][CH2:55][O:54][CH3:53])=[O:15])=[CH:11][CH:12]=2)[C@H:7]([NH:17][C:18]2[CH:23]=[CH:22][CH:21]=[C:20]([CH3:24])[N:19]=2)[C@@H:6]([CH3:25])[C@@H:5]1[CH:26]1[CH2:27][CH2:28]1)(=[O:3])[CH3:2]. (3) Given the reactants [CH3:1][O:2][CH2:3][CH2:4][O:5][C:6]1[CH:11]=[CH:10][C:9]([S:12]([N:15]([CH2:23][C:24]([O:26]C)=O)[C:16]2[CH:21]=[CH:20][C:19]([CH3:22])=[CH:18][CH:17]=2)(=[O:14])=[O:13])=[CH:8][CH:7]=1.O.[NH2:29][NH2:30], predict the reaction product. The product is: [NH:29]([C:24](=[O:26])[CH2:23][N:15]([C:16]1[CH:21]=[CH:20][C:19]([CH3:22])=[CH:18][CH:17]=1)[S:12]([C:9]1[CH:10]=[CH:11][C:6]([O:5][CH2:4][CH2:3][O:2][CH3:1])=[CH:7][CH:8]=1)(=[O:14])=[O:13])[NH2:30]. (4) Given the reactants [F:1][C:2]1[CH:11]=[CH:10][C:5]2[C:6](=O)[CH2:7][S:8][C:4]=2[CH:3]=1.[BH4-].[Na+], predict the reaction product. The product is: [F:1][C:2]1[CH:11]=[CH:10][C:5]2[CH:6]=[CH:7][S:8][C:4]=2[CH:3]=1.